From a dataset of Full USPTO retrosynthesis dataset with 1.9M reactions from patents (1976-2016). Predict the reactants needed to synthesize the given product. (1) The reactants are: [Cl:1][S:2]([OH:5])(=O)=[O:3].[F:6][C:7]([F:22])([F:21])[C:8]([N:10]1[CH2:16][CH2:15][C:14]2[CH:17]=[CH:18][CH:19]=[CH:20][C:13]=2[CH2:12][CH2:11]1)=[O:9].O. Given the product [F:22][C:7]([F:6])([F:21])[C:8]([N:10]1[CH2:11][CH2:12][C:13]2[CH:20]=[CH:19][C:18]([S:2]([Cl:1])(=[O:5])=[O:3])=[CH:17][C:14]=2[CH2:15][CH2:16]1)=[O:9], predict the reactants needed to synthesize it. (2) The reactants are: [CH2:1]([O:8][C:9]1[CH:38]=[CH:37][C:12]([O:13][C:14]2[CH:22]=[CH:21][C:17]([C:18](Cl)=[O:19])=[CH:16][C:15]=2[NH:23][C:24]2[C:25]3[CH:33]=[CH:32][C:31]([CH:34]([CH3:36])[CH3:35])=[N:30][C:26]=3[N:27]=[CH:28][N:29]=2)=[CH:11][CH:10]=1)[C:2]1[CH:7]=[CH:6][CH:5]=[CH:4][CH:3]=1.[N:39]1[CH:44]=[CH:43][C:42]([NH2:45])=[CH:41][CH:40]=1. Given the product [CH2:1]([O:8][C:9]1[CH:38]=[CH:37][C:12]([O:13][C:14]2[CH:22]=[CH:21][C:17]([C:18]([NH:45][C:42]3[CH:43]=[CH:44][N:39]=[CH:40][CH:41]=3)=[O:19])=[CH:16][C:15]=2[NH:23][C:24]2[C:25]3[CH:33]=[CH:32][C:31]([CH:34]([CH3:36])[CH3:35])=[N:30][C:26]=3[N:27]=[CH:28][N:29]=2)=[CH:11][CH:10]=1)[C:2]1[CH:7]=[CH:6][CH:5]=[CH:4][CH:3]=1, predict the reactants needed to synthesize it. (3) Given the product [Cl:1][C:2]1[CH:3]=[CH:4][C:5]([C:8]([NH:27][C:28]([NH2:30])=[S:29])([C:16]2[CH:21]=[C:20]([C:22]([F:24])([F:23])[F:25])[CH:19]=[C:18]([F:26])[CH:17]=2)[CH2:9][C:10]2[CH:11]=[CH:12][CH:13]=[CH:14][CH:15]=2)=[N:6][CH:7]=1, predict the reactants needed to synthesize it. The reactants are: [Cl:1][C:2]1[CH:3]=[CH:4][C:5]([C:8]([NH:27][C:28]([NH:30]C(=O)OCC2C=CC=CC=2)=[S:29])([C:16]2[CH:21]=[C:20]([C:22]([F:25])([F:24])[F:23])[CH:19]=[C:18]([F:26])[CH:17]=2)[CH2:9][C:10]2[CH:15]=[CH:14][CH:13]=[CH:12][CH:11]=2)=[N:6][CH:7]=1.[Li+].[OH-].